Dataset: Catalyst prediction with 721,799 reactions and 888 catalyst types from USPTO. Task: Predict which catalyst facilitates the given reaction. Reactant: [CH2:1]([O:3][C:4](=[O:13])[C:5]1[CH:10]=[CH:9][C:8](I)=[C:7]([NH2:12])[CH:6]=1)[CH3:2].[CH3:14][CH:15]([CH3:18])[C:16]#[CH:17]. Product: [CH2:1]([O:3][C:4](=[O:13])[C:5]1[CH:10]=[CH:9][C:8]([C:17]#[C:16][CH:15]([CH3:18])[CH3:14])=[C:7]([NH2:12])[CH:6]=1)[CH3:2]. The catalyst class is: 337.